Dataset: KCNQ2 potassium channel screen with 302,405 compounds. Task: Binary Classification. Given a drug SMILES string, predict its activity (active/inactive) in a high-throughput screening assay against a specified biological target. (1) The compound is Clc1cc(CNCCc2ccc(F)cc2)c(OCC)cc1. The result is 0 (inactive). (2) The molecule is O=C(N1C(CCCC1)c1cccnc1)Nc1ccccc1. The result is 0 (inactive). (3) The molecule is O=C1c2c(N\C1=C/Nc1ccc(OC)cc1)cccc2. The result is 0 (inactive). (4) The molecule is S(c1n(CC2OCCC2)c(=O)c2c(n1)cccc2)CC(=O)NCc1ccccc1. The result is 0 (inactive).